Dataset: Reaction yield outcomes from USPTO patents with 853,638 reactions. Task: Predict the reaction yield, written as a fraction of the theoretical maximum amount of product (1.0 means a 100% yield; for example, 0.34 means a 34% yield). (1) The reactants are Cl[C:2]1[C:15]2[C:14](=O)[C:13]3[C:8](=[C:9]([Cl:17])[CH:10]=[CH:11][CH:12]=3)[C:7](=O)[C:6]=2[CH:5]=[CH:4][CH:3]=1.CC[N:21]([CH:25](C)C)C(C)C.[OH2:28].[NH2:29]N. The catalyst is C1COCC1. The product is [Cl:17][C:9]1[CH2:10][C:11](=[O:28])[CH2:12][C:13]2[C:8]=1[CH:7]=[C:6]1[C:15](=[C:2]3[CH:25]=[N:21][N:29]=[C:3]3[CH:4]=[CH:5]1)[CH:14]=2. The yield is 0.180. (2) The reactants are [NH:1]1[CH2:6][CH2:5][CH:4]([NH:7][C:8]2[N:13]=[N:12][C:11]([C:14]#[N:15])=[CH:10][CH:9]=2)[CH2:3][CH2:2]1.[F:16][C:17]([F:27])([F:26])[C:18]1[CH:23]=[CH:22][C:21]([CH:24]=O)=[CH:20][CH:19]=1.C(O[BH-](OC(=O)C)OC(=O)C)(=O)C.[Na+].C(=O)([O-])O.[Na+]. The catalyst is ClCCl.C(O)(=O)C. The product is [F:16][C:17]([F:26])([F:27])[C:18]1[CH:23]=[CH:22][C:21]([CH2:24][N:1]2[CH2:2][CH2:3][CH:4]([NH:7][C:8]3[N:13]=[N:12][C:11]([C:14]#[N:15])=[CH:10][CH:9]=3)[CH2:5][CH2:6]2)=[CH:20][CH:19]=1. The yield is 0.380. (3) The reactants are [CH3:1][C:2]1[CH:11]=[CH:10][C:5]([C:6]([O:8][CH3:9])=[O:7])=[CH:4][C:3]=1B1OC(C)(C)C(C)(C)O1.[O-]P([O-])([O-])=O.[K+].[K+].[K+].I[C:30]1[N:34]([CH2:35][O:36][CH2:37][CH2:38][Si:39]([CH3:42])([CH3:41])[CH3:40])[C:33]([C:43]2([OH:47])[CH2:46][O:45][CH2:44]2)=[N:32][C:31]=1[CH3:48]. The catalyst is O1CCOCC1.O.CCOC(C)=O.C1C=CC(P(C2C=CC=CC=2)[C-]2C=CC=C2)=CC=1.C1C=CC(P(C2C=CC=CC=2)[C-]2C=CC=C2)=CC=1.Cl[Pd]Cl.[Fe+2]. The product is [OH:47][C:43]1([C:33]2[N:34]([CH2:35][O:36][CH2:37][CH2:38][Si:39]([CH3:40])([CH3:42])[CH3:41])[C:30]([C:3]3[CH:4]=[C:5]([CH:10]=[CH:11][C:2]=3[CH3:1])[C:6]([O:8][CH3:9])=[O:7])=[C:31]([CH3:48])[N:32]=2)[CH2:44][O:45][CH2:46]1. The yield is 0.600.